This data is from Forward reaction prediction with 1.9M reactions from USPTO patents (1976-2016). The task is: Predict the product of the given reaction. (1) Given the reactants Cl.[CH3:2][N:3]1[C:11]2[C:6](=[CH:7][CH:8]=[CH:9][CH:10]=2)[C:5]([CH:12]2[CH2:17][CH2:16][NH:15][CH2:14][CH2:13]2)=[CH:4]1.[C:18]([O:22][C:23]([NH:25][CH2:26][CH2:27][CH2:28][CH2:29][CH2:30][CH2:31][C:32](O)=[O:33])=[O:24])([CH3:21])([CH3:20])[CH3:19].O.ON1C2C=CC=CC=2N=N1.CN(C)CCCN=C=NCC, predict the reaction product. The product is: [C:18]([O:22][C:23]([NH:25][CH2:26][CH2:27][CH2:28][CH2:29][CH2:30][CH2:31][C:32]([N:15]1[CH2:16][CH2:17][CH:12]([C:5]2[C:6]3[C:11](=[CH:10][CH:9]=[CH:8][CH:7]=3)[N:3]([CH3:2])[CH:4]=2)[CH2:13][CH2:14]1)=[O:33])=[O:24])([CH3:21])([CH3:20])[CH3:19]. (2) Given the reactants [C:1]([O:5][C:6]([NH:8][C@H:9]1[CH2:14][O:13][C@H:12]([CH2:15][C:16](O)=[O:17])[CH2:11][CH2:10]1)=[O:7])([CH3:4])([CH3:3])[CH3:2].CO, predict the reaction product. The product is: [C:1]([O:5][C:6](=[O:7])[NH:8][C@@H:9]1[CH2:10][CH2:11][C@@H:12]([CH2:15][CH2:16][OH:17])[O:13][CH2:14]1)([CH3:4])([CH3:2])[CH3:3]. (3) Given the reactants Cl[C:2]1[CH:3]=[CH:4][C:5]2[C:14]3[C:9](=[CH:10][C:11]([C:15]4[NH:19][C:18]([C@@H:20]5[CH2:24][CH2:23][CH2:22][N:21]5[C:25]([O:27][C:28]([CH3:31])([CH3:30])[CH3:29])=[O:26])=[N:17][CH:16]=4)=[CH:12][CH:13]=3)[O:8][CH2:7][C:6]=2[CH:32]=1.[B:33]1([B:33]2[O:37][C:36]([CH3:39])([CH3:38])[C:35]([CH3:41])([CH3:40])[O:34]2)[O:37][C:36]([CH3:39])([CH3:38])[C:35]([CH3:41])([CH3:40])[O:34]1.C([O-])(=O)C.[K+], predict the reaction product. The product is: [CH3:40][C:35]1([CH3:41])[C:36]([CH3:39])([CH3:38])[O:37][B:33]([C:2]2[CH:3]=[CH:4][C:5]3[C:14]4[C:9](=[CH:10][C:11]([C:15]5[NH:19][C:18]([CH:20]6[CH2:24][CH2:23][CH2:22][N:21]6[C:25]([O:27][C:28]([CH3:31])([CH3:30])[CH3:29])=[O:26])=[N:17][CH:16]=5)=[CH:12][CH:13]=4)[O:8][CH2:7][C:6]=3[CH:32]=2)[O:34]1. (4) Given the reactants Cl[C:2]1[C:11]2[C:6](=[CH:7][C:8]([C:14]3[C:15]([CH3:20])=[N:16][O:17][C:18]=3[CH3:19])=[C:9]([O:12][CH3:13])[CH:10]=2)[N:5]=[CH:4][C:3]=1[N+:21]([O-])=O.[N:24]1[CH:29]=[CH:28][CH:27]=[CH:26][C:25]=1[C@H:30]([NH2:32])[CH3:31], predict the reaction product. The product is: [CH3:20][C:15]1[C:14]([C:8]2[CH:7]=[C:6]3[C:11]([C:2]([NH:32][C@@H:30]([C:25]4[CH:26]=[CH:27][CH:28]=[CH:29][N:24]=4)[CH3:31])=[C:3]([NH2:21])[CH:4]=[N:5]3)=[CH:10][C:9]=2[O:12][CH3:13])=[C:18]([CH3:19])[O:17][N:16]=1. (5) The product is: [C:14]([O:17][CH2:1][C:2]1[CH:7]=[C:6]([O:8][CH3:9])[CH:5]=[CH:4][N:3]=1)(=[O:16])[CH3:15]. Given the reactants [CH3:1][C:2]1[CH:7]=[C:6]([O:8][CH3:9])[CH:5]=[CH:4][N+:3]=1[O-].C(O)C.[C:14]([O:17]C(=O)C)(=[O:16])[CH3:15], predict the reaction product. (6) Given the reactants [Cl:1][C:2]1[N:3]=[CH:4][C:5]([C:8]([O:10]C)=[O:9])=[N:6][CH:7]=1.C(=O)([O-])[O-].[K+].[K+].Cl, predict the reaction product. The product is: [Cl:1][C:2]1[N:3]=[CH:4][C:5]([C:8]([OH:10])=[O:9])=[N:6][CH:7]=1. (7) Given the reactants [F:1][C:2]1[CH:21]=[CH:20][C:5]2[C:6]([C:9]3[CH:14]=[CH:13][C:12]([O:15][CH2:16][C@H:17]4[CH2:19][O:18]4)=[CH:11][CH:10]=3)=[N:7][O:8][C:4]=2[CH:3]=1.[Cl:22][C:23]1[CH:24]=[C:25]([CH:28]=[CH:29][C:30]=1[Cl:31])[CH2:26][NH2:27], predict the reaction product. The product is: [Cl:22][C:23]1[CH:24]=[C:25]([CH:28]=[CH:29][C:30]=1[Cl:31])[CH2:26][NH:27][CH2:19][C@@H:17]([OH:18])[CH2:16][O:15][C:12]1[CH:13]=[CH:14][C:9]([C:6]2[C:5]3[CH:20]=[CH:21][C:2]([F:1])=[CH:3][C:4]=3[O:8][N:7]=2)=[CH:10][CH:11]=1. (8) Given the reactants [OH:1][CH2:2][C:3]1[C:8]([NH:9][C:10](=[O:16])[O:11][C:12]([CH3:15])([CH3:14])[CH3:13])=[CH:7][CH:6]=[CH:5][N:4]=1.CCO, predict the reaction product. The product is: [OH:1][CH2:2][CH:3]1[CH:8]([NH:9][C:10](=[O:16])[O:11][C:12]([CH3:14])([CH3:13])[CH3:15])[CH2:7][CH2:6][CH2:5][NH:4]1. (9) Given the reactants Cl[CH2:2][CH:3]=O.[Br:5][C:6]1[N:7]=[C:8]([O:14][CH3:15])[C:9]([NH2:13])=[N:10][C:11]=1[Cl:12], predict the reaction product. The product is: [Br:5][C:6]1[N:7]=[C:8]([O:14][CH3:15])[C:9]2[N:10]([CH:2]=[CH:3][N:13]=2)[C:11]=1[Cl:12].